Task: Predict the reaction yield, written as a fraction of the theoretical maximum amount of product (1.0 means a 100% yield; for example, 0.34 means a 34% yield).. Dataset: Reaction yield outcomes from USPTO patents with 853,638 reactions (1) The reactants are [N:1]1[CH:6]=[CH:5][CH:4]=[CH:3][C:2]=1[CH2:7][CH2:8][CH:9]=[O:10].C[Si](C)(C)[C:13]([F:16])([F:15])[F:14]. The catalyst is C1COCC1.[F-].C([N+](CCCC)(CCCC)CCCC)CCC. The product is [F:14][C:13]([F:16])([F:15])[CH:9]([OH:10])[CH2:8][CH2:7][C:2]1[CH:3]=[CH:4][CH:5]=[CH:6][N:1]=1. The yield is 0.610. (2) The reactants are Br[C:2]1[CH:3]=[C:4](/[CH:8]=[CH:9]/[CH2:10][C@H:11]([NH:20][C:21]([O:23][C:24]([CH3:27])([CH3:26])[CH3:25])=[O:22])[C:12]([O:14][CH:15]2[CH2:19][CH2:18][CH2:17][CH2:16]2)=[O:13])[CH:5]=[CH:6][CH:7]=1.CC([O-])=O.[K+].[CH3:33][C:34]1([CH3:50])[C:38]([CH3:40])([CH3:39])[O:37][B:36]([B:36]2[O:37][C:38]([CH3:40])([CH3:39])[C:34]([CH3:50])([CH3:33])[O:35]2)[O:35]1. The catalyst is CS(C)=O.C1C=CC(P(C2C=CC=CC=2)[C-]2C=CC=C2)=CC=1.C1C=CC(P(C2C=CC=CC=2)[C-]2C=CC=C2)=CC=1.Cl[Pd]Cl.[Fe+2]. The product is [C:24]([O:23][C:21]([NH:20][C@@H:11]([CH2:10]/[CH:9]=[CH:8]/[C:4]1[CH:5]=[CH:6][CH:7]=[C:2]([B:36]2[O:37][C:38]([CH3:40])([CH3:39])[C:34]([CH3:50])([CH3:33])[O:35]2)[CH:3]=1)[C:12]([O:14][CH:15]1[CH2:19][CH2:18][CH2:17][CH2:16]1)=[O:13])=[O:22])([CH3:27])([CH3:26])[CH3:25]. The yield is 0.710. (3) The reactants are [C:1]([N:4]1[C:13]2[C:8](=[CH:9][CH:10]=[CH:11][CH:12]=2)[C:7](=O)[CH2:6][CH:5]1[CH3:15])(=[O:3])[CH3:2].[O:16]1[CH2:21][CH2:20][N:19]([C:22]2[CH:28]=[CH:27][C:25]([NH2:26])=[CH:24][CH:23]=2)[CH2:18][CH2:17]1.[ClH:29]. No catalyst specified. The product is [ClH:29].[C:1]([N:4]1[C:13]2[C:8](=[CH:9][CH:10]=[CH:11][CH:12]=2)[C@H:7]([NH:26][C:25]2[CH:24]=[CH:23][C:22]([N:19]3[CH2:20][CH2:21][O:16][CH2:17][CH2:18]3)=[CH:28][CH:27]=2)[CH2:6][C@@H:5]1[CH3:15])(=[O:3])[CH3:2]. The yield is 0.330. (4) The reactants are Cl[CH2:2][O:3][C:4](=[O:31])[N:5]([C:28](=[O:30])[CH3:29])[CH2:6][C@@H:7]1[O:11][C:10](=[O:12])[N:9]([C:13]2[CH:18]=[CH:17][C:16]([CH:19]3[CH2:24][CH2:23][S:22](=[O:26])(=[O:25])[CH2:21][CH2:20]3)=[C:15]([F:27])[CH:14]=2)[CH2:8]1.[C:32]1([C@@H:38]([CH3:42])[C:39]([O-:41])=[O:40])[CH:37]=[CH:36][CH:35]=[CH:34][CH:33]=1.[Cs+].[I-].[Na+].O. The catalyst is C(#N)C. The product is [C:28]([N:5]([CH2:6][C@@H:7]1[O:11][C:10](=[O:12])[N:9]([C:13]2[CH:18]=[CH:17][C:16]([CH:19]3[CH2:24][CH2:23][S:22](=[O:26])(=[O:25])[CH2:21][CH2:20]3)=[C:15]([F:27])[CH:14]=2)[CH2:8]1)[C:4]([O:3][CH2:2][O:41][C:39](=[O:40])[C@@H:38]([C:32]1[CH:37]=[CH:36][CH:35]=[CH:34][CH:33]=1)[CH3:42])=[O:31])(=[O:30])[CH3:29]. The yield is 0.810. (5) The yield is 0.691. The catalyst is CN(C=O)C.C(Cl)Cl.C1C=CC([P]([Pd]([P](C2C=CC=CC=2)(C2C=CC=CC=2)C2C=CC=CC=2)([P](C2C=CC=CC=2)(C2C=CC=CC=2)C2C=CC=CC=2)[P](C2C=CC=CC=2)(C2C=CC=CC=2)C2C=CC=CC=2)(C2C=CC=CC=2)C2C=CC=CC=2)=CC=1. The product is [CH2:23]([C:25]1[CH:30]=[CH:29][C:28]([C:2]2[N:7]=[CH:6][N:5]([C:8]3[CH:13]=[CH:12][C:11]([O:14][CH2:15][C:16]([OH:19])([CH3:18])[CH3:17])=[C:10]([O:20][CH3:21])[CH:9]=3)[C:4](=[O:22])[CH:3]=2)=[CH:27][CH:26]=1)[CH3:24]. The reactants are Cl[C:2]1[N:7]=[CH:6][N:5]([C:8]2[CH:13]=[CH:12][C:11]([O:14][CH2:15][C:16]([OH:19])([CH3:18])[CH3:17])=[C:10]([O:20][CH3:21])[CH:9]=2)[C:4](=[O:22])[CH:3]=1.[CH2:23]([C:25]1[CH:30]=[CH:29][C:28](B(O)O)=[CH:27][CH:26]=1)[CH3:24].[O-]P([O-])([O-])=O.[K+].[K+].[K+]. (6) The reactants are C([O:3][C:4]([C:6]1([NH:17][C:18]([C:20]2[C:29]3[CH2:28][CH2:27][CH2:26][CH2:25][C:24]=3[CH:23]=[CH:22][CH:21]=2)=[O:19])[C@H:14]([CH3:15])[C:13]2[C:8](=[CH:9][CH:10]=[CH:11][CH:12]=2)[C@@H:7]1[CH3:16])=[O:5])C.[OH-].[K+].O. The catalyst is CCO. The product is [CH3:16][C@H:7]1[C:8]2[C:13](=[CH:12][CH:11]=[CH:10][CH:9]=2)[C@@H:14]([CH3:15])[C:6]1([NH:17][C:18]([C:20]1[C:29]2[CH2:28][CH2:27][CH2:26][CH2:25][C:24]=2[CH:23]=[CH:22][CH:21]=1)=[O:19])[C:4]([OH:5])=[O:3]. The yield is 0.750.